Dataset: Reaction yield outcomes from USPTO patents with 853,638 reactions. Task: Predict the reaction yield, written as a fraction of the theoretical maximum amount of product (1.0 means a 100% yield; for example, 0.34 means a 34% yield). (1) The reactants are C([N:8]1[CH2:12][C@H:11]([C:13]2[CH:18]=[CH:17][C:16]([F:19])=[C:15]([Cl:20])[CH:14]=2)[C@@H:10]([C@@H:21]([O:23][C:24]2[CH:31]=[CH:30][C:27]([C:28]#[N:29])=[CH:26][N:25]=2)[CH3:22])[CH2:9]1)C1C=CC=CC=1.ClC(OC(Cl)C)=O.CCN(C(C)C)C(C)C. The catalyst is C1(C)C=CC=CC=1. The product is [Cl:20][C:15]1[CH:14]=[C:13]([C@H:11]2[CH2:12][NH:8][CH2:9][C@@H:10]2[C@@H:21]([O:23][C:24]2[CH:31]=[CH:30][C:27]([C:28]#[N:29])=[CH:26][N:25]=2)[CH3:22])[CH:18]=[CH:17][C:16]=1[F:19]. The yield is 0.720. (2) The reactants are [F:1][C:2]1[CH:3]=[C:4]([CH:46]=[C:47]([F:49])[CH:48]=1)[CH2:5][C:6]1[CH:7]=[C:8]2[C:12](=[CH:13][CH:14]=1)[N:11](C(C1C=CC=CC=1)(C1C=CC=CC=1)C1C=CC=CC=1)[N:10]=[C:9]2[NH:34][C:35](=[O:45])[C:36]1[CH:41]=[C:40]([CH:42]=[O:43])[CH:39]=[CH:38][C:37]=1[F:44].Cl. The catalyst is O1CCOCC1. The product is [F:1][C:2]1[CH:3]=[C:4]([CH:46]=[C:47]([F:49])[CH:48]=1)[CH2:5][C:6]1[CH:7]=[C:8]2[C:12](=[CH:13][CH:14]=1)[NH:11][N:10]=[C:9]2[NH:34][C:35](=[O:45])[C:36]1[CH:41]=[C:40]([CH:42]=[O:43])[CH:39]=[CH:38][C:37]=1[F:44]. The yield is 0.770.